This data is from Forward reaction prediction with 1.9M reactions from USPTO patents (1976-2016). The task is: Predict the product of the given reaction. (1) Given the reactants CON(C)[C:4](=[O:48])[CH2:5][CH2:6][C@H:7]1[CH2:12][C@H:11]([C:13]2[CH:18]=[CH:17][C:16]([O:19][CH3:20])=[CH:15][CH:14]=2)[C@@H:10]([O:21][CH2:22][C:23]2[CH:24]=[CH:25][C:26]3[O:31][CH2:30][CH2:29][N:28]([CH2:32][CH2:33][CH2:34][O:35][CH3:36])[C:27]=3[CH:37]=2)[CH2:9][N:8]1[S:38]([C:41]1[CH:46]=[CH:45][C:44]([CH3:47])=[CH:43][CH:42]=1)(=[O:40])=[O:39].[CH3:50][Mg]Br, predict the reaction product. The product is: [CH3:20][O:19][C:16]1[CH:15]=[CH:14][C:13]([C@@H:11]2[C@@H:10]([O:21][CH2:22][C:23]3[CH:24]=[CH:25][C:26]4[O:31][CH2:30][CH2:29][N:28]([CH2:32][CH2:33][CH2:34][O:35][CH3:36])[C:27]=4[CH:37]=3)[CH2:9][N:8]([S:38]([C:41]3[CH:42]=[CH:43][C:44]([CH3:47])=[CH:45][CH:46]=3)(=[O:40])=[O:39])[C@@H:7]([CH2:6][CH2:5][C:4](=[O:48])[CH3:50])[CH2:12]2)=[CH:18][CH:17]=1. (2) Given the reactants [Cl:1][C:2]1[CH:3]=[C:4]([C:20]2[CH:25]=[CH:24][C:23]([CH2:26][C@@H:27]3[CH2:31][CH2:30][N:29]([N:32]4[CH2:37][CH2:36][CH:35]([O:38][Si](C(C)C)(C(C)C)C(C)C)[CH2:34][CH2:33]4)[C:28]3=[O:49])=[CH:22][CH:21]=2)[CH:5]=[CH:6][C:7]=1[C:8]([N:10]1[CH2:15][CH2:14][CH:13]([C:16]([F:19])([F:18])[F:17])[CH2:12][CH2:11]1)=[O:9].C1COCC1.O.C(O)(C(F)(F)F)=O, predict the reaction product. The product is: [Cl:1][C:2]1[CH:3]=[C:4]([C:20]2[CH:21]=[CH:22][C:23]([CH2:26][C@@H:27]3[CH2:31][CH2:30][N:29]([N:32]4[CH2:33][CH2:34][CH:35]([OH:38])[CH2:36][CH2:37]4)[C:28]3=[O:49])=[CH:24][CH:25]=2)[CH:5]=[CH:6][C:7]=1[C:8]([N:10]1[CH2:11][CH2:12][CH:13]([C:16]([F:18])([F:19])[F:17])[CH2:14][CH2:15]1)=[O:9].